Dataset: Reaction yield outcomes from USPTO patents with 853,638 reactions. Task: Predict the reaction yield, written as a fraction of the theoretical maximum amount of product (1.0 means a 100% yield; for example, 0.34 means a 34% yield). The product is [CH3:27][C:14]1([N:11]2[CH2:12][CH2:13][NH:8][C@@H:9]([CH3:28])[CH2:10]2)[CH2:19][CH2:18][N:17]([C:20]([O:22][C:23]([CH3:24])([CH3:25])[CH3:26])=[O:21])[CH2:16][CH2:15]1. The catalyst is CO. The reactants are C([N:8]1[CH2:13][CH2:12][N:11]([C:14]2([CH3:27])[CH2:19][CH2:18][N:17]([C:20]([O:22][C:23]([CH3:26])([CH3:25])[CH3:24])=[O:21])[CH2:16][CH2:15]2)[CH2:10][C@@H:9]1[CH3:28])C1C=CC=CC=1.C(O)(=O)C. The yield is 1.00.